This data is from Forward reaction prediction with 1.9M reactions from USPTO patents (1976-2016). The task is: Predict the product of the given reaction. The product is: [CH3:1][O:2][C:3](=[O:15])[C:4]1[C:5](=[C:10]([O:14][CH2:23][C:24]2[CH:29]=[CH:28][CH:27]=[C:26]([CH3:30])[CH:25]=2)[CH:11]=[CH:12][CH:13]=1)[C:6]([O:8][CH3:9])=[O:7]. Given the reactants [CH3:1][O:2][C:3](=[O:15])[C:4]1[C:5](=[C:10]([OH:14])[CH:11]=[CH:12][CH:13]=1)[C:6]([O:8][CH3:9])=[O:7].C(=O)([O-])[O-].[K+].[K+].Br[CH2:23][C:24]1[CH:29]=[CH:28][CH:27]=[C:26]([CH3:30])[CH:25]=1, predict the reaction product.